This data is from Peptide-MHC class I binding affinity with 185,985 pairs from IEDB/IMGT. The task is: Regression. Given a peptide amino acid sequence and an MHC pseudo amino acid sequence, predict their binding affinity value. This is MHC class I binding data. The peptide sequence is FPQGKAREF. The MHC is HLA-B14:02 with pseudo-sequence HLA-B14:02. The binding affinity (normalized) is 0.